Task: Predict which catalyst facilitates the given reaction.. Dataset: Catalyst prediction with 721,799 reactions and 888 catalyst types from USPTO (1) The catalyst class is: 333. Product: [OH:11][C:5]1[CH:6]=[CH:7][C:8]([C:15]2[CH:16]=[CH:17][CH:18]=[CH:19][C:14]=2[C:13]([F:24])([F:23])[F:12])=[CH:9][C:4]=1[C:2](=[O:3])[CH3:1]. Reactant: [CH3:1][C:2]([C:4]1[CH:9]=[C:8](Br)[CH:7]=[CH:6][C:5]=1[OH:11])=[O:3].[F:12][C:13]([F:24])([F:23])[C:14]1[CH:19]=[CH:18][CH:17]=[CH:16][C:15]=1B(O)O.C(=O)([O-])[O-].[K+].[K+].Cl. (2) Reactant: [C:1]([O:4][C:5](=O)[CH3:6])(=[O:3])[CH3:2].CC([O-])=O.[Na+].[N+:13](CCO)([O-:15])=[O:14].C(Cl)(Cl)Cl. Product: [C:1]([O:4][CH2:5][CH2:6][N+:13]([O-:15])=[O:14])(=[O:3])[CH3:2]. The catalyst class is: 228. (3) Reactant: [F:1][C:2]([F:16])([F:15])[O:3][C:4]1[CH:14]=[CH:13][C:7]([CH2:8][NH:9][C:10](=O)[CH3:11])=[CH:6][CH:5]=1.B. Product: [CH2:10]([NH:9][CH2:8][C:7]1[CH:6]=[CH:5][C:4]([O:3][C:2]([F:1])([F:15])[F:16])=[CH:14][CH:13]=1)[CH3:11]. The catalyst class is: 165. (4) Reactant: Br[CH2:2][C@@:3]1([OH:27])[C@@H:8]([CH3:9])[CH2:7][C:6]([C:10]2[CH:15]=[CH:14][N:13]=[CH:12][C:11]=2[N+:16]([O-:18])=[O:17])=[CH:5][C@H:4]1[O:19][Si:20]([C:23]([CH3:26])([CH3:25])[CH3:24])([CH3:22])[CH3:21].C(=O)([O-])[O-].[K+].[K+]. Product: [Si:20]([O:19][C@@H:4]1[CH:5]=[C:6]([C:10]2[CH:15]=[CH:14][N:13]=[CH:12][C:11]=2[N+:16]([O-:18])=[O:17])[CH2:7][C@H:8]([CH3:9])[C@:3]21[O:27][CH2:2]2)([C:23]([CH3:26])([CH3:25])[CH3:24])([CH3:22])[CH3:21]. The catalyst class is: 24.